From a dataset of Catalyst prediction with 721,799 reactions and 888 catalyst types from USPTO. Predict which catalyst facilitates the given reaction. (1) Reactant: [Br:1][C:2]1[CH:18]=[CH:17][CH:16]=[CH:15][C:3]=1[CH2:4][NH:5][C:6]([NH:8][CH2:9][C:10]([O:12]CC)=[O:11])=[O:7].[K].C[Si](C)(C)[O-]. Product: [Br:1][C:2]1[CH:18]=[CH:17][CH:16]=[CH:15][C:3]=1[CH2:4][NH:5][C:6]([NH:8][CH2:9][C:10]([OH:12])=[O:11])=[O:7]. The catalyst class is: 36. (2) Reactant: [Cl:1][C:2]1[C:3]([F:31])=[C:4]([CH:8]2[C:12]([C:15]3[CH:20]=[CH:19][C:18]([Cl:21])=[CH:17][C:16]=3[F:22])([C:13]#[N:14])[CH:11]([CH2:23][C:24]([CH3:27])([CH3:26])[CH3:25])[NH:10][CH:9]2[C:28]([OH:30])=O)[CH:5]=[CH:6][CH:7]=1.CN(C(ON1N=NC2C=CC=NC1=2)=[N+](C)C)C.F[P-](F)(F)(F)(F)F.CCN(C(C)C)C(C)C.[N:65]1([CH2:71][C:72]([NH2:74])=[O:73])[CH2:70][CH2:69][NH:68][CH2:67][CH2:66]1. Product: [Cl:1][C:2]1[C:3]([F:31])=[C:4]([C@@H:8]2[C@:12]([C:15]3[CH:20]=[CH:19][C:18]([Cl:21])=[CH:17][C:16]=3[F:22])([C:13]#[N:14])[C@H:11]([CH2:23][C:24]([CH3:26])([CH3:25])[CH3:27])[NH:10][C@H:9]2[C:28]([N:68]2[CH2:69][CH2:70][N:65]([CH2:71][C:72]([NH2:74])=[O:73])[CH2:66][CH2:67]2)=[O:30])[CH:5]=[CH:6][CH:7]=1. The catalyst class is: 2. (3) Reactant: C([O:3][C:4]([C:6]1[N:7]([CH2:15][CH2:16][O:17][CH2:18][C:19]2[CH:24]=[CH:23][CH:22]=[CH:21][CH:20]=2)[N:8]=[C:9]([C:11]([CH3:14])([CH3:13])[CH3:12])[CH:10]=1)=[O:5])C.[OH-].[Na+]. Product: [CH2:18]([O:17][CH2:16][CH2:15][N:7]1[C:6]([C:4]([OH:5])=[O:3])=[CH:10][C:9]([C:11]([CH3:14])([CH3:13])[CH3:12])=[N:8]1)[C:19]1[CH:20]=[CH:21][CH:22]=[CH:23][CH:24]=1. The catalyst class is: 169. (4) Product: [NH:1]1[C:5]2=[N:6][CH:7]=[CH:8][CH:9]=[C:4]2[C:3]([C:10]2[CH:17]=[CH:16][C:13]([CH:14]=[C:25]([C:23]#[N:24])[C:26]([NH2:28])=[O:27])=[CH:12][CH:11]=2)=[CH:2]1. The catalyst class is: 5. Reactant: [NH:1]1[C:5]2=[N:6][CH:7]=[CH:8][CH:9]=[C:4]2[C:3]([C:10]2[CH:17]=[CH:16][C:13]([CH:14]=O)=[CH:12][CH:11]=2)=[CH:2]1.C1COCC1.[C:23]([CH2:25][C:26]([NH2:28])=[O:27])#[N:24].C1C=CC(P(C2C=CC=CC=2)C2C=CC=CC=2)=CC=1. (5) Reactant: Cl[C:2]1[C:7](CCC(O)=O)=[CH:6][CH:5]=[CH:4][N:3]=1.[C:13]1(B(O)O)[CH:18]=[CH:17][CH:16]=[CH:15][CH:14]=1.C([O-])([O-])=O.[K+].[K+]. Product: [C:13]1([C:2]2[CH:7]=[CH:6][CH:5]=[CH:4][N:3]=2)[CH:18]=[CH:17][CH:16]=[CH:15][CH:14]=1. The catalyst class is: 70. (6) Reactant: [F:1][C:2]1[CH:3]=[C:4]([C:8]2[CH:16]=[CH:15][CH:14]=[C:13]3[C:9]=2[CH2:10][C:11](=[O:17])[NH:12]3)[CH:5]=[CH:6][CH:7]=1.[CH2:18]([N:20]([CH2:36][CH3:37])[CH2:21][CH2:22][CH2:23][NH:24][C:25]([C:27]1[C:31]([CH3:32])=[C:30]([CH:33]=O)[NH:29][C:28]=1[CH3:35])=[O:26])[CH3:19]. Product: [CH2:36]([N:20]([CH2:18][CH3:19])[CH2:21][CH2:22][CH2:23][NH:24][C:25]([C:27]1[C:31]([CH3:32])=[C:30]([CH:33]=[C:10]2[C:9]3[C:13](=[CH:14][CH:15]=[CH:16][C:8]=3[C:4]3[CH:5]=[CH:6][CH:7]=[C:2]([F:1])[CH:3]=3)[NH:12][C:11]2=[O:17])[NH:29][C:28]=1[CH3:35])=[O:26])[CH3:37]. The catalyst class is: 360. (7) Reactant: [CH:1]1([C:6]#[C:7][C:8]2[CH:17]=[CH:16][C:15]3[C:10](=[CH:11][CH:12]=[C:13]([C:18]4[CH:23]=[C:22]([F:24])[C:21]([F:25])=[C:20]([F:26])[CH:19]=4)[CH:14]=3)[CH:9]=2)[CH2:5][CH2:4][CH2:3][CH2:2]1. Product: [CH:1]1([CH2:6][CH2:7][C:8]2[CH:17]=[CH:16][C:15]3[C:10](=[CH:11][CH:12]=[C:13]([C:18]4[CH:19]=[C:20]([F:26])[C:21]([F:25])=[C:22]([F:24])[CH:23]=4)[CH:14]=3)[CH:9]=2)[CH2:5][CH2:4][CH2:3][CH2:2]1. The catalyst class is: 78.